Predict the reactants needed to synthesize the given product. From a dataset of Full USPTO retrosynthesis dataset with 1.9M reactions from patents (1976-2016). (1) Given the product [CH2:1]([O:8][C:9]([C:11]1[S:12][C:13]([CH3:19])=[C:14]([NH2:16])[CH:15]=1)=[O:10])[C:2]1[CH:3]=[CH:4][CH:5]=[CH:6][CH:7]=1, predict the reactants needed to synthesize it. The reactants are: [CH2:1]([O:8][C:9]([C:11]1[S:12][C:13]([CH3:19])=[C:14]([N+:16]([O-])=O)[CH:15]=1)=[O:10])[C:2]1[CH:7]=[CH:6][CH:5]=[CH:4][CH:3]=1. (2) Given the product [Br:1][C:2]1[CH:3]=[C:4]([O:11][CH3:12])[C:5]([NH:10][C:25](=[O:26])[CH2:24][C:20]([CH3:23])([CH3:22])[CH3:21])=[C:6]([O:8][CH3:9])[CH:7]=1, predict the reactants needed to synthesize it. The reactants are: [Br:1][C:2]1[CH:3]=[C:4]([O:11][CH3:12])[C:5]([NH2:10])=[C:6]([O:8][CH3:9])[CH:7]=1.C(N(CC)CC)C.[C:20]([CH2:24][C:25](Cl)=[O:26])([CH3:23])([CH3:22])[CH3:21]. (3) Given the product [C:1]([CH2:3][C@@H:4]([OH:16])[CH2:5][C@@H:6]([OH:15])[CH2:7][C:8]([O:10][C:11]([CH3:12])([CH3:14])[CH3:13])=[O:9])#[N:2], predict the reactants needed to synthesize it. The reactants are: [C:1]([CH2:3][C@@H:4]([OH:16])[CH2:5][C:6](=[O:15])[CH2:7][C:8]([O:10][C:11]([CH3:14])([CH3:13])[CH3:12])=[O:9])#[N:2].CO.[BH4-].[Na+]. (4) Given the product [Cl:1][C:2]1[C:15]([O:16][CH3:17])=[C:14]([O:18][CH3:19])[CH:13]=[C:12]2[C:3]=1[CH2:4][CH2:5][NH:6][C:7]2=[O:8], predict the reactants needed to synthesize it. The reactants are: [Cl:1][C:2]1[C:15]([O:16][CH3:17])=[C:14]([O:18][CH3:19])[CH:13]=[CH:12][C:3]=1[CH2:4][CH2:5][NH:6][C:7](=O)[O:8]CC.C[Si](C)(C)O[Si](C)(C)C.P(Cl)(Cl)(Cl)=O.O=P12OP3(OP(OP(O3)(O1)=O)(=O)O2)=O. (5) Given the product [CH2:1]([O:4][C@H:5]1[C:13]2[C:8](=[CH:9][C:10]([Br:14])=[CH:11][CH:12]=2)[C@H:7]([NH:15][CH2:16][C@@H:17]([OH:29])[C@@H:18]([NH:28][C:30](=[O:36])[CH2:31][CH2:32][CH2:33][CH:34]=[CH2:35])[CH2:19][C:20]2[CH:25]=[C:24]([F:26])[CH:23]=[C:22]([F:27])[CH:21]=2)[CH2:6]1)[CH:2]=[CH2:3], predict the reactants needed to synthesize it. The reactants are: [CH2:1]([O:4][C@H:5]1[C:13]2[C:8](=[CH:9][C:10]([Br:14])=[CH:11][CH:12]=2)[C@@H:7]([NH:15][CH2:16][C@@H:17]([OH:29])[C@@H:18]([NH2:28])[CH2:19][C:20]2[CH:25]=[C:24]([F:26])[CH:23]=[C:22]([F:27])[CH:21]=2)[CH2:6]1)[CH:2]=[CH2:3].[C:30](O)(=[O:36])[CH2:31][CH2:32][CH2:33][CH:34]=[CH2:35]. (6) Given the product [Cl:1][C:2]1[CH:3]=[C:4]([C:13]2[CH:14]=[N:15][CH:16]=[CH:17][CH:12]=2)[CH:5]=[CH:6][CH:7]=1, predict the reactants needed to synthesize it. The reactants are: [Cl:1][C:2]1[CH:3]=[C:4](B(O)O)[CH:5]=[CH:6][CH:7]=1.Br[C:12]1[CH:17]=[CH:16][N:15]=[CH:14][CH:13]=1.C(=O)([O-])[O-].[K+].[K+].